This data is from Forward reaction prediction with 1.9M reactions from USPTO patents (1976-2016). The task is: Predict the product of the given reaction. (1) Given the reactants CCOP(OCC)([CH2:6][C:7]#[N:8])=O.CC([O-])(C)C.[K+].[C:18]([O:22][C:23]([N:25]1[CH2:28][C:27](=O)[CH2:26]1)=[O:24])([CH3:21])([CH3:20])[CH3:19], predict the reaction product. The product is: [C:7]([CH:6]=[C:27]1[CH2:28][N:25]([C:23]([O:22][C:18]([CH3:21])([CH3:20])[CH3:19])=[O:24])[CH2:26]1)#[N:8]. (2) Given the reactants CN(C=O)C.[CH3:6][O:7][C:8](=[O:36])[N:9]=[C:10]([S:34][CH3:35])[C:11]([C:25]1[CH:30]=[C:29]([OH:31])[CH:28]=[C:27]([C:32]#[CH:33])[CH:26]=1)=[N:12][C:13]1[CH:18]=[CH:17][C:16]([C:19]2[N:23]=[C:22]([CH3:24])[O:21][N:20]=2)=[CH:15][CH:14]=1.C(=O)([O-])[O-].[K+].[K+].Br[CH2:44][CH2:45][O:46][CH:47]1[CH2:52][CH2:51][CH2:50][CH2:49][O:48]1, predict the reaction product. The product is: [CH3:6][O:7][C:8](=[O:36])[N:9]=[C:10]([S:34][CH3:35])[C:11]([C:25]1[CH:30]=[C:29]([O:31][CH2:44][CH2:45][O:46][CH:47]2[CH2:52][CH2:51][CH2:50][CH2:49][O:48]2)[CH:28]=[C:27]([C:32]#[CH:33])[CH:26]=1)=[N:12][C:13]1[CH:18]=[CH:17][C:16]([C:19]2[N:23]=[C:22]([CH3:24])[O:21][N:20]=2)=[CH:15][CH:14]=1. (3) Given the reactants [F:1][C:2]1[CH:7]=[CH:6][C:5]([C@@H:8]2[CH2:13][CH2:12][NH:11][CH2:10][C@H:9]2[CH2:14][OH:15])=[CH:4][CH:3]=1.[CH2:16]=O, predict the reaction product. The product is: [F:1][C:2]1[CH:7]=[CH:6][C:5]([C@@H:8]2[CH2:13][CH2:12][N:11]([CH3:16])[CH2:10][C@H:9]2[CH2:14][OH:15])=[CH:4][CH:3]=1.